Dataset: Forward reaction prediction with 1.9M reactions from USPTO patents (1976-2016). Task: Predict the product of the given reaction. (1) The product is: [CH2:1]([O:5][CH2:6][CH2:7][O:8][C:9]1[CH:10]=[CH:11][C:12]([C:15]2[CH:16]=[CH:17][C:18]3[N:24]([CH2:25][CH:26]([CH3:27])[CH3:28])[CH2:23][CH2:22][C:21]([C:29]([NH:46][C:45]4[CH:47]=[CH:48][C:49]([S:50][CH2:51][C:52]5[N:53]([CH3:57])[CH:54]=[CH:55][N:56]=5)=[C:43]([CH3:42])[CH:44]=4)=[O:30])=[CH:20][C:19]=3[CH:32]=2)=[CH:13][CH:14]=1)[CH2:2][CH2:3][CH3:4]. Given the reactants [CH2:1]([O:5][CH2:6][CH2:7][O:8][C:9]1[CH:14]=[CH:13][C:12]([C:15]2[CH:16]=[CH:17][C:18]3[N:24]([CH2:25][CH:26]([CH3:28])[CH3:27])[CH2:23][CH2:22][C:21]([C:29](O)=[O:30])=[CH:20][C:19]=3[CH:32]=2)=[CH:11][CH:10]=1)[CH2:2][CH2:3][CH3:4].CN(C=O)C.S(Cl)(Cl)=O.[CH3:42][C:43]1[CH:44]=[C:45]([CH:47]=[CH:48][C:49]=1[S:50][CH2:51][C:52]1[N:53]([CH3:57])[CH:54]=[CH:55][N:56]=1)[NH2:46], predict the reaction product. (2) Given the reactants [O:1]=[C:2]1[S:6][C:5]([C:7]2[CH:15]=[CH:14][C:10]([C:11](O)=[O:12])=[CH:9][CH:8]=2)=[C:4]([C:16]2[CH:21]=[CH:20][C:19]([S:22]([OH:25])(=[O:24])=[O:23])=[CH:18][CH:17]=2)[S:3]1.[CH:26]([NH2:29])([CH3:28])[CH3:27].Cl.C(N=C=NCCCN(C)C)C.O.OC1C2N=NNC=2C=CC=1.CCN(CC)CC, predict the reaction product. The product is: [CH:26]([NH:29][C:11]([C:10]1[CH:14]=[CH:15][C:7]([C:5]2[S:6][C:2](=[O:1])[S:3][C:4]=2[C:16]2[CH:21]=[CH:20][C:19]([S:22]([OH:25])(=[O:23])=[O:24])=[CH:18][CH:17]=2)=[CH:8][CH:9]=1)=[O:12])([CH3:28])[CH3:27]. (3) Given the reactants [OH:1][N:2]1[C:7](=[O:8])[CH:6]=[CH:5][C:4]([C:9]([O:11][CH3:12])=[O:10])=[CH:3]1.[C:13](=O)([O-])[O-].[K+].[K+].CI.CO, predict the reaction product. The product is: [CH3:13][O:1][N:2]1[C:7](=[O:8])[CH:6]=[CH:5][C:4]([C:9]([O:11][CH3:12])=[O:10])=[CH:3]1.